This data is from Antibody developability classification from SAbDab with 2,409 antibodies. The task is: Regression/Classification. Given an antibody's heavy chain and light chain sequences, predict its developability. TAP uses regression for 5 developability metrics; SAbDab uses binary classification. The antibody is ['2atk', 'DILLTQSPAILSVSPGERVSFSCRASQSIGTDIHWYQQRTNGSPRLLIKYASESISGIPSRFSGSGSGTDFTLSINSVESEDIANYYCQQSNRWPFTFGSGTKLEIK']. Result: 0 (not developable).